From a dataset of Peptide-MHC class I binding affinity with 185,985 pairs from IEDB/IMGT. Regression. Given a peptide amino acid sequence and an MHC pseudo amino acid sequence, predict their binding affinity value. This is MHC class I binding data. (1) The peptide sequence is EIKSLFNTI. The MHC is HLA-B07:02 with pseudo-sequence HLA-B07:02. The binding affinity (normalized) is 0.196. (2) The peptide sequence is ARVAASLAK. The MHC is HLA-B46:01 with pseudo-sequence HLA-B46:01. The binding affinity (normalized) is 0.0847. (3) The peptide sequence is ISFNHVTL. The MHC is H-2-Db with pseudo-sequence H-2-Db. The binding affinity (normalized) is 0.562. (4) The peptide sequence is YMSNLFDIPL. The MHC is HLA-A68:02 with pseudo-sequence HLA-A68:02. The binding affinity (normalized) is 0.431. (5) The peptide sequence is TRTLGNFSW. The MHC is H-2-Kb with pseudo-sequence H-2-Kb. The binding affinity (normalized) is 0. (6) The binding affinity (normalized) is 0.00383. The peptide sequence is AESHMDADLA. The MHC is HLA-B18:01 with pseudo-sequence HLA-B18:01.